From a dataset of Full USPTO retrosynthesis dataset with 1.9M reactions from patents (1976-2016). Predict the reactants needed to synthesize the given product. (1) The reactants are: [Cl:1][C:2]1[C:7]([S:8](Cl)(=[O:10])=[O:9])=[CH:6][CH:5]=[C:4]([Cl:12])[N:3]=1.[NH:13]1[CH2:17][CH2:16][C@H:15]([NH:18][C:19](=[O:25])[O:20][C:21]([CH3:24])([CH3:23])[CH3:22])[CH2:14]1.C(N(CC)CC)C.C(=O)(O)[O-].[Na+]. Given the product [Cl:1][C:2]1[C:7]([S:8]([N:13]2[CH2:17][CH2:16][C@H:15]([NH:18][C:19](=[O:25])[O:20][C:21]([CH3:23])([CH3:22])[CH3:24])[CH2:14]2)(=[O:10])=[O:9])=[CH:6][CH:5]=[C:4]([Cl:12])[N:3]=1, predict the reactants needed to synthesize it. (2) Given the product [NH2:1][C:2]1[C:9]([Cl:10])=[CH:8][C:5]([C:6]#[N:7])=[CH:4][N:3]=1, predict the reactants needed to synthesize it. The reactants are: [NH2:1][C:2]1[CH:9]=[CH:8][C:5]([C:6]#[N:7])=[CH:4][N:3]=1.[Cl:10]N1C(=O)CCC1=O. (3) Given the product [NH2:1][C:2]1[C:7]([F:8])=[C:6]([C:9]2[CH:14]=[CH:13][C:12]([Cl:15])=[C:11]([O:16][CH3:17])[C:10]=2[F:18])[N:5]=[C:4]([C:19]([O:21][CH2:31][C:32]2[CH:37]=[CH:36][CH:35]=[CH:34][CH:33]=2)=[O:20])[C:3]=1[O:22][CH3:23], predict the reactants needed to synthesize it. The reactants are: [NH2:1][C:2]1[C:7]([F:8])=[C:6]([C:9]2[CH:14]=[CH:13][C:12]([Cl:15])=[C:11]([O:16][CH3:17])[C:10]=2[F:18])[N:5]=[C:4]([C:19]([OH:21])=[O:20])[C:3]=1[O:22][CH3:23].C([O-])([O-])=O.[K+].[K+].Br[CH2:31][C:32]1[CH:37]=[CH:36][CH:35]=[CH:34][CH:33]=1. (4) Given the product [ClH:66].[ClH:66].[ClH:66].[ClH:66].[ClH:66].[NH2:31][C@H:27]1[CH2:26][C:25]2[CH:39]=[C:21]([CH:22]=[CH:23][C:24]=2[OH:40])[C:20]2=[CH:41][C:16](=[C:17]([OH:42])[CH:18]=[CH:19]2)[CH2:15][C@@H:14]([C:43]([NH:45][C@H:46]([C:51]([NH:53][C@H:54]([C:58]([NH:60][CH2:61][CH2:62][NH2:63])=[O:59])[CH2:55][CH2:56][NH2:57])=[O:52])[CH2:47][CH2:48][CH2:49][NH2:50])=[O:44])[NH:13][C:12](=[O:64])[C@H:11]([CH2:10][CH2:9][CH2:8][NH2:7])[NH:29][C:28]1=[O:30], predict the reactants needed to synthesize it. The reactants are: C(OC(=O)[NH:7][CH2:8][CH2:9][CH2:10][C@@H:11]1[NH:29][C:28](=[O:30])[C@@H:27]([NH:31]C(OC(C)(C)C)=O)[CH2:26][C:25]2[CH:39]=[C:21]([CH:22]=[CH:23][C:24]=2[OH:40])[C:20]2=[CH:41][C:16](=[C:17]([OH:42])[CH:18]=[CH:19]2)[CH2:15][C@@H:14]([C:43]([NH:45][C@H:46]([C:51]([NH:53][C@H:54]([C:58]([NH:60][CH2:61][CH2:62][NH2:63])=[O:59])[CH2:55][CH2:56][NH2:57])=[O:52])[CH2:47][CH2:48][CH2:49][NH2:50])=[O:44])[NH:13][C:12]1=[O:64])(C)(C)C.[ClH:66]. (5) The reactants are: [I:1][C:2]1[CH:3]=[C:4](I)[C:5]2[S:9][C:8]([NH:10][C:11]([NH:13][CH2:14][CH3:15])=[O:12])=[N:7][C:6]=2[CH:16]=1.[N:18]1[CH:23]=[CH:22][CH:21]=[C:20](B(O)O)[CH:19]=1.[O-]P([O-])([O-])=O.[K+].[K+].[K+]. Given the product [CH2:14]([NH:13][C:11]([NH:10][C:8]1[S:9][C:5]2[C:4]([C:20]3[CH:19]=[N:18][CH:23]=[CH:22][CH:21]=3)=[CH:3][C:2]([I:1])=[CH:16][C:6]=2[N:7]=1)=[O:12])[CH3:15], predict the reactants needed to synthesize it. (6) Given the product [CH3:1][O:2][C:3]1[C:4]([CH3:34])=[C:5]([C:25]([O:32][CH3:33])=[C:26]([O:30][CH3:31])[C:27]=1[O:28][CH3:29])[CH2:6][C:7]1[C:8]([C:49]2[CH:50]=[N:51][CH:52]=[CH:53][CH:54]=2)=[C:9]([CH:14]=[CH:15][CH:16]=1)[C:10]([O:12][CH3:13])=[O:11], predict the reactants needed to synthesize it. The reactants are: [CH3:1][O:2][C:3]1[C:4]([CH3:34])=[C:5]([C:25]([O:32][CH3:33])=[C:26]([O:30][CH3:31])[C:27]=1[O:28][CH3:29])[CH2:6][C:7]1[C:8](OS(C(F)(F)F)(=O)=O)=[C:9]([CH:14]=[CH:15][CH:16]=1)[C:10]([O:12][CH3:13])=[O:11].C(=O)([O-])[O-].[Na+].[Na+].[Cl-].[Li+].B1([C:49]2[CH:54]=[CH:53][CH:52]=[N:51][CH:50]=2)OCCCO1. (7) Given the product [C:16]1([C:15]2[N:8]([C:9]3[CH:10]=[CH:11][CH:12]=[CH:13][CH:14]=3)[C:4]([CH2:5][CH2:6][CH3:7])=[N:24][N:23]=2)[CH:21]=[CH:20][CH:19]=[CH:18][CH:17]=1, predict the reactants needed to synthesize it. The reactants are: C(S[C:4](=[N:8][C:9]1[CH:14]=[CH:13][CH:12]=[CH:11][CH:10]=1)[CH2:5][CH2:6][CH3:7])C.[C:15]([NH:23][NH2:24])(=O)[C:16]1[CH:21]=[CH:20][CH:19]=[CH:18][CH:17]=1. (8) The reactants are: [OH:1][C@H:2]1[CH2:7][CH2:6][CH2:5][CH2:4][C@@H:3]1[NH:8][C:9]([C:11]1[C:15]2=[N:16][CH:17]=[CH:18][C:19]([CH3:20])=[C:14]2[NH:13][CH:12]=1)=[O:10].Cl[CH2:22][C:23]1[CH:28]=[CH:27][C:26]([CH3:29])=[CH:25][CH:24]=1.C(=O)([O-])[O-].[Cs+].[Cs+]. Given the product [OH:1][C@H:2]1[CH2:7][CH2:6][CH2:5][CH2:4][C@@H:3]1[NH:8][C:9]([C:11]1[C:15]2=[N:16][CH:17]=[CH:18][C:19]([CH3:20])=[C:14]2[N:13]([CH2:22][C:23]2[CH:28]=[CH:27][C:26]([CH3:29])=[CH:25][CH:24]=2)[CH:12]=1)=[O:10], predict the reactants needed to synthesize it.